Dataset: Reaction yield outcomes from USPTO patents with 853,638 reactions. Task: Predict the reaction yield, written as a fraction of the theoretical maximum amount of product (1.0 means a 100% yield; for example, 0.34 means a 34% yield). (1) The reactants are [CH2:1]([O:8][C:9]1[CH:14]=[CH:13][C:12]([Cl:15])=[CH:11][C:10]=1[C:16]1[CH:21]=[C:20](Cl)[N:19]=[C:18]([NH2:23])[N:17]=1)[C:2]1[CH:7]=[CH:6][CH:5]=[CH:4][CH:3]=1.[Cl:24][C:25]1[CH:31]=[CH:30][C:28]([NH2:29])=[CH:27][CH:26]=1. No catalyst specified. The product is [CH2:1]([O:8][C:9]1[CH:14]=[CH:13][C:12]([Cl:15])=[CH:11][C:10]=1[C:16]1[N:17]=[C:18]([NH2:23])[N:19]=[C:20]([NH:29][C:28]2[CH:30]=[CH:31][C:25]([Cl:24])=[CH:26][CH:27]=2)[CH:21]=1)[C:2]1[CH:7]=[CH:6][CH:5]=[CH:4][CH:3]=1. The yield is 0.980. (2) The reactants are [Cl:1][C:2]1[CH:9]=[C:6]([CH:7]=[O:8])[C:5]([OH:10])=[CH:4][CH:3]=1.[F:11][C:12]1[C:19]([F:20])=[CH:18][CH:17]=[CH:16][C:13]=1[CH2:14]Br.C([O-])([O-])=O.[K+].[K+].CCOCC. The catalyst is CN(C=O)C.O. The product is [Cl:1][C:2]1[CH:3]=[CH:4][C:5]([O:10][CH2:14][C:13]2[CH:16]=[CH:17][CH:18]=[C:19]([F:20])[C:12]=2[F:11])=[C:6]([CH:9]=1)[CH:7]=[O:8]. The yield is 0.743. (3) The product is [CH2:21]([N:1]([CH2:18][CH3:19])[C:4]1[CH:5]=[C:6]2[C:10](=[CH:11][CH:12]=1)[NH:9][C:8]([C:13]([O:15][CH2:16][CH3:17])=[O:14])=[CH:7]2)[CH3:22]. The catalyst is [Pd]. The yield is 0.740. The reactants are [N+:1]([C:4]1[CH:5]=[C:6]2[C:10](=[CH:11][CH:12]=1)[NH:9][C:8]([C:13]([O:15][CH2:16][CH3:17])=[O:14])=[CH:7]2)([O-])=O.[CH:18](=O)[CH3:19].[CH2:21]1COC[CH2:22]1. (4) The reactants are [NH2:1][C:2]1[CH:7]=[CH:6][C:5]([N:8]2[C:12]([CH3:14])([CH3:13])[C:11](=[O:15])[N:10]([C:16]3[CH:23]=[CH:22][C:19]([C:20]#[N:21])=[C:18]([C:24]([F:27])([F:26])[F:25])[CH:17]=3)[C:9]2=[S:28])=[CH:4][CH:3]=1.[CH3:29][S:30](Cl)(=[O:32])=[O:31].N1C=CC=CC=1. The catalyst is ClCCl. The product is [C:20]([C:19]1[CH:22]=[CH:23][C:16]([N:10]2[C:11](=[O:15])[C:12]([CH3:14])([CH3:13])[N:8]([C:5]3[CH:4]=[CH:3][C:2]([NH:1][S:30]([CH3:29])(=[O:32])=[O:31])=[CH:7][CH:6]=3)[C:9]2=[S:28])=[CH:17][C:18]=1[C:24]([F:26])([F:27])[F:25])#[N:21]. The yield is 0.360. (5) The reactants are I[C:2]1[CH:7]=[CH:6][CH:5]=[C:4]([O:8][CH2:9][O:10][CH3:11])[CH:3]=1.Br[C:13]([F:20])([F:19])[C:14]([O:16][CH2:17][CH3:18])=[O:15]. The catalyst is CS(C)=O.[Cu]. The product is [F:19][C:13]([F:20])([C:2]1[CH:7]=[CH:6][CH:5]=[C:4]([O:8][CH2:9][O:10][CH3:11])[CH:3]=1)[C:14]([O:16][CH2:17][CH3:18])=[O:15]. The yield is 0.890. (6) The reactants are Cl.O1CCOCC1.[C:8]([S:11][CH2:12][CH2:13][N:14]([CH2:27][CH2:28][CH:29]1[CH2:34][CH2:33][CH2:32][CH2:31][CH2:30]1)[C:15](=[O:26])[NH:16][C@@H:17]([CH3:25])[C:18]([O:20]C(C)(C)C)=[O:19])(=[O:10])[CH3:9]. No catalyst specified. The product is [C:8]([S:11][CH2:12][CH2:13][N:14]([CH2:27][CH2:28][CH:29]1[CH2:30][CH2:31][CH2:32][CH2:33][CH2:34]1)[C:15](=[O:26])[NH:16][C@@H:17]([CH3:25])[C:18]([OH:20])=[O:19])(=[O:10])[CH3:9]. The yield is 0.420.